Dataset: Forward reaction prediction with 1.9M reactions from USPTO patents (1976-2016). Task: Predict the product of the given reaction. (1) Given the reactants [NH:1]1[CH:5]=[C:4]([C:6]2[N:11]=[CH:10][C:9]3[CH:12]=[N:13][N:14]([C:15]4[N:20]=[C:19]([N:21]5[CH2:27][CH:26]([OH:28])[CH2:25][N:24]([C:29]([O:31][C:32]([CH3:35])([CH3:34])[CH3:33])=[O:30])[CH2:23][CH2:22]5)[CH:18]=[CH:17][CH:16]=4)[C:8]=3[CH:7]=2)[CH:3]=[N:2]1.FC(F)(F)S(O[CH2:42][C:43]([F:46])([F:45])[F:44])(=O)=O.C([O-])([O-])=O.[K+].[K+], predict the reaction product. The product is: [OH:28][CH:26]1[CH2:25][N:24]([C:29]([O:31][C:32]([CH3:35])([CH3:34])[CH3:33])=[O:30])[CH2:23][CH2:22][N:21]([C:19]2[CH:18]=[CH:17][CH:16]=[C:15]([N:14]3[C:8]4[CH:7]=[C:6]([C:4]5[CH:5]=[N:1][N:2]([CH2:42][C:43]([F:46])([F:45])[F:44])[CH:3]=5)[N:11]=[CH:10][C:9]=4[CH:12]=[N:13]3)[N:20]=2)[CH2:27]1. (2) Given the reactants [F:1][C:2]1[CH:7]=[CH:6][CH:5]=[C:4]([F:8])[C:3]=1[C:9]([C:11]1[CH:16]=[CH:15][C:14]([O:17]C2CCCCO2)=[CH:13][CH:12]=1)=O.[CH:24]1([Mg]Br)[CH2:28][CH2:27][CH2:26][CH2:25]1, predict the reaction product. The product is: [C:24]1(=[C:9]([C:3]2[C:4]([F:8])=[CH:5][CH:6]=[CH:7][C:2]=2[F:1])[C:11]2[CH:12]=[CH:13][C:14]([OH:17])=[CH:15][CH:16]=2)[CH2:28][CH2:27][CH2:26][CH2:25]1. (3) Given the reactants F[C:2]1[C:9]([C:10]([F:13])([F:12])[F:11])=[CH:8][CH:7]=[CH:6][C:3]=1[C:4]#[N:5].O1CCCC1.[CH3:19][NH:20][CH3:21].C(OCC)(=O)C, predict the reaction product. The product is: [CH3:19][N:20]([CH3:21])[C:2]1[C:9]([C:10]([F:13])([F:12])[F:11])=[CH:8][CH:7]=[CH:6][C:3]=1[C:4]#[N:5]. (4) Given the reactants [F:1][C:2]([S:5][CH2:6][CH2:7][S:8]([CH2:11][C:12]#[N:13])(=[O:10])=[O:9])([F:4])[F:3].[F:14][C:15]([S:18][CH2:19][CH2:20]OS(C(F)(F)F)(=O)=O)([F:17])[F:16].[C:29]([O-])([O-])=O.[K+].[K+], predict the reaction product. The product is: [CH3:29][C:11]([S:8]([CH2:7][CH2:6][S:5][C:2]([F:1])([F:4])[F:3])(=[O:9])=[O:10])([CH2:20][CH2:19][S:18][C:15]([F:17])([F:16])[F:14])[C:12]#[N:13]. (5) Given the reactants C1([NH:7][C:8]([C:10]2[C:11](=[O:29])[N:12]([CH2:22][C:23]3[CH:28]=[CH:27][CH:26]=[CH:25][CH:24]=3)[C:13]3[C:18]([C:19]=2O)=[CH:17][C:16]([Cl:21])=[CH:15][CH:14]=3)=O)CCCCC1.P(Cl)(Cl)([Cl:32])=O, predict the reaction product. The product is: [CH2:22]([N:12]1[C:13]2[C:18](=[CH:17][C:16]([Cl:21])=[CH:15][CH:14]=2)[C:19]([Cl:32])=[C:10]([C:8]#[N:7])[C:11]1=[O:29])[C:23]1[CH:28]=[CH:27][CH:26]=[CH:25][CH:24]=1.